From a dataset of Peptide-MHC class I binding affinity with 185,985 pairs from IEDB/IMGT. Regression. Given a peptide amino acid sequence and an MHC pseudo amino acid sequence, predict their binding affinity value. This is MHC class I binding data. (1) The MHC is HLA-A02:06 with pseudo-sequence HLA-A02:06. The binding affinity (normalized) is 0. The peptide sequence is YEFRRVKSY. (2) The peptide sequence is MRNTIMASK. The MHC is HLA-A02:11 with pseudo-sequence HLA-A02:11. The binding affinity (normalized) is 0.0847. (3) The peptide sequence is WVSRFGERK. The MHC is HLA-A11:01 with pseudo-sequence HLA-A11:01. The binding affinity (normalized) is 0.756. (4) The peptide sequence is VSILFAFV. The MHC is H-2-Kb with pseudo-sequence H-2-Kb. The binding affinity (normalized) is 1.00. (5) The peptide sequence is EGNLAQGFR. The binding affinity (normalized) is 0.0847. The MHC is HLA-A11:01 with pseudo-sequence HLA-A11:01. (6) The peptide sequence is IVNSVLLFL. The MHC is HLA-A68:02 with pseudo-sequence HLA-A68:02. The binding affinity (normalized) is 0.293. (7) The binding affinity (normalized) is 0.0847. The peptide sequence is YFTFDLTAL. The MHC is HLA-A02:11 with pseudo-sequence HLA-A02:11.